This data is from Full USPTO retrosynthesis dataset with 1.9M reactions from patents (1976-2016). The task is: Predict the reactants needed to synthesize the given product. (1) Given the product [N:1]1([S:11]([C:14]2[CH:15]=[C:16]([N:20]3[C:25](=[O:26])[C:24]4=[C:27]([C:30]([NH:59][CH2:58][CH2:56][OH:57])=[O:32])[S:28][CH:29]=[C:23]4[NH:22][C:21]3=[O:33])[CH:17]=[CH:18][CH:19]=2)(=[O:12])=[O:13])[C:10]2[C:5](=[CH:6][CH:7]=[CH:8][CH:9]=2)[CH2:4][CH2:3][CH2:2]1, predict the reactants needed to synthesize it. The reactants are: [N:1]1([S:11]([C:14]2[CH:15]=[C:16]([N:20]3[C:25](=[O:26])[C:24]4=[C:27]([C:30]([OH:32])=O)[S:28][CH:29]=[C:23]4[NH:22][C:21]3=[O:33])[CH:17]=[CH:18][CH:19]=2)(=[O:13])=[O:12])[C:10]2[C:5](=[CH:6][CH:7]=[CH:8][CH:9]=2)[CH2:4][CH2:3][CH2:2]1.Cl.C(N=C=NCCCN(C)C)C.ON1C2C=CC=CC=2N=N1.[CH2:56]([CH2:58][NH2:59])[OH:57]. (2) Given the product [Cl:6][C:7]1[CH:12]=[C:11]([OH:13])[CH:10]=[CH:9][C:8]=1[C:21]1[CH:29]=[C:28]2[C:24]([C:25]([NH:30][C:31](=[O:35])[CH2:32][CH2:33][CH3:34])=[N:26][NH:27]2)=[CH:23][CH:22]=1, predict the reactants needed to synthesize it. The reactants are: C[Si](I)(C)C.[Cl:6][C:7]1[CH:12]=[C:11]([O:13]CC2C=CC=CC=2)[CH:10]=[CH:9][C:8]=1[C:21]1[CH:29]=[C:28]2[C:24]([C:25]([NH:30][C:31](=[O:35])[CH2:32][CH2:33][CH3:34])=[N:26][NH:27]2)=[CH:23][CH:22]=1. (3) Given the product [Cl:21][C:14]1[C:15]([C:17]([O:19][CH3:20])=[O:18])=[N:16][C:11]([C:6]2[CH:7]=[CH:8][C:9]([Cl:10])=[C:4]([C:1]([NH:30][CH2:29][CH:22]3[CH2:28][CH2:27][CH2:26][CH2:25][CH2:24][CH2:23]3)=[O:3])[CH:5]=2)=[CH:12][CH:13]=1, predict the reactants needed to synthesize it. The reactants are: [C:1]([C:4]1[CH:5]=[C:6]([C:11]2[N:16]=[C:15]([C:17]([O:19][CH3:20])=[O:18])[C:14]([Cl:21])=[CH:13][CH:12]=2)[CH:7]=[CH:8][C:9]=1[Cl:10])([OH:3])=O.[CH:22]1([CH2:29][NH2:30])[CH2:28][CH2:27][CH2:26][CH2:25][CH2:24][CH2:23]1. (4) Given the product [CH3:1][O:2][C:3](=[O:16])[CH2:4][C:5]1[CH:6]=[N:7][C:8]([CH2:14][CH3:15])=[C:9]([CH2:11][C:12]#[N:22])[CH:10]=1, predict the reactants needed to synthesize it. The reactants are: [CH3:1][O:2][C:3](=[O:16])[CH2:4][C:5]1[CH:6]=[N:7][C:8]([CH2:14][CH3:15])=[C:9]([CH2:11][CH:12]=O)[CH:10]=1.Cl.NO.C([N:22](CC)CC)C.C1(=O)OC(=O)C2=CC=CC=C12.